Dataset: Full USPTO retrosynthesis dataset with 1.9M reactions from patents (1976-2016). Task: Predict the reactants needed to synthesize the given product. (1) Given the product [Cl:49][C:50]([Cl:54])([Cl:53])[C:51]([O:27][C@@H:26]1[O:28][C@@H:29]([CH3:48])[C@H:30]([O:40][CH2:41][C:42]2[CH:47]=[CH:46][CH:45]=[CH:44][CH:43]=2)[C@@H:31]([O:32][CH2:33][C:34]2[CH:39]=[CH:38][CH:37]=[CH:36][CH:35]=2)[C@H:25]1[O:24][C@@H:6]1[O:7][C@H:8]([CH2:19][O:20][C:21](=[O:23])[CH3:22])[C@@H:9]([O:15][C:16](=[O:18])[CH3:17])[C@H:10]([O:11][C:12](=[O:14])[CH3:13])[C@H:5]1[NH:4][C:1](=[O:3])[CH3:2])=[NH:52], predict the reactants needed to synthesize it. The reactants are: [C:1]([NH:4][C@@H:5]1[C@@H:10]([O:11][C:12](=[O:14])[CH3:13])[C@H:9]([O:15][C:16](=[O:18])[CH3:17])[C@@H:8]([CH2:19][O:20][C:21](=[O:23])[CH3:22])[O:7][C@H:6]1[O:24][C@@H:25]1[C@H:31]([O:32][CH2:33][C:34]2[CH:39]=[CH:38][CH:37]=[CH:36][CH:35]=2)[C@@H:30]([O:40][CH2:41][C:42]2[CH:47]=[CH:46][CH:45]=[CH:44][CH:43]=2)[C@H:29]([CH3:48])[O:28][C@H:26]1[OH:27])(=[O:3])[CH3:2].[Cl:49][C:50]([Cl:54])([Cl:53])[C:51]#[N:52].C1CCN2C(=NCCC2)CC1. (2) Given the product [NH2:17][C:3]1[C:4](=[O:16])[NH:5][C:6](=[S:15])[N:7]([C:8]2[CH:13]=[CH:12][CH:11]=[C:10]([Cl:14])[CH:9]=2)[C:2]=1[NH2:1], predict the reactants needed to synthesize it. The reactants are: [NH2:1][C:2]1[N:7]([C:8]2[CH:13]=[CH:12][CH:11]=[C:10]([Cl:14])[CH:9]=2)[C:6](=[S:15])[NH:5][C:4](=[O:16])[C:3]=1[N:17]=O.N.S(S([O-])=O)([O-])=O.[Na+].[Na+].Cl.